This data is from Peptide-MHC class II binding affinity with 134,281 pairs from IEDB. The task is: Regression. Given a peptide amino acid sequence and an MHC pseudo amino acid sequence, predict their binding affinity value. This is MHC class II binding data. The peptide sequence is AYESYKFIPALEAAVKQAYAATVAAA. The MHC is HLA-DPA10301-DPB10402 with pseudo-sequence HLA-DPA10301-DPB10402. The binding affinity (normalized) is 0.333.